Dataset: Forward reaction prediction with 1.9M reactions from USPTO patents (1976-2016). Task: Predict the product of the given reaction. (1) Given the reactants Br[C:2]1[CH:7]=[CH:6][C:5]([C@@H:8]2[C@@H:10]([C:11]3[CH:16]=[CH:15][CH:14]=[CH:13][CH:12]=3)[C@H:9]2[C:17]([O:19][CH3:20])=[O:18])=[CH:4][CH:3]=1.[CH2:21]([O:28][C:29]1[CH:30]=[C:31](B(O)O)[CH:32]=[CH:33][CH:34]=1)[C:22]1[CH:27]=[CH:26][CH:25]=[CH:24][CH:23]=1, predict the reaction product. The product is: [CH3:20][O:19][C:17]([C@@H:9]1[C@H:10]([C:11]2[CH:16]=[CH:15][CH:14]=[CH:13][CH:12]=2)[C@H:8]1[C:5]1[CH:6]=[CH:7][C:2]([C:31]2[CH:32]=[CH:33][CH:34]=[C:29]([O:28][CH2:21][C:22]3[CH:27]=[CH:26][CH:25]=[CH:24][CH:23]=3)[CH:30]=2)=[CH:3][CH:4]=1)=[O:18]. (2) Given the reactants CO[C:3](=[O:12])[C:4]1[CH:9]=[C:8](Br)[C:7](Cl)=[N:6][CH:5]=1.[NH:13]1[CH2:17][CH2:16][CH2:15][CH2:14]1.[CH3:18][O:19][C:20]1[CH:21]=[C:22](B(O)O)[CH:23]=[CH:24][CH:25]=1.[NH2:29][C@@H:30]([CH2:35][OH:36])[CH2:31][CH:32]([CH3:34])[CH3:33], predict the reaction product. The product is: [OH:36][CH2:35][C@H:30]([NH:29][C:3](=[O:12])[C:4]1[CH:9]=[C:8]([C:24]2[CH:23]=[CH:22][CH:21]=[C:20]([O:19][CH3:18])[CH:25]=2)[C:7]([N:13]2[CH2:17][CH2:16][CH2:15][CH2:14]2)=[N:6][CH:5]=1)[CH2:31][CH:32]([CH3:34])[CH3:33]. (3) Given the reactants [Cl:1][C:2]1[C:7]([C:8]2[C:9](=[O:25])[N:10]([CH2:23][CH3:24])[C:11]3[C:16]([CH:17]=2)=[CH:15][N:14]=[C:13]([NH:18][CH2:19][CH2:20][O:21][CH3:22])[CH:12]=3)=[CH:6][C:5]([NH:26][C:27]([NH:29][C:30]2[CH:35]=[CH:34][CH:33]=[CH:32][C:31]=2[F:36])=[O:28])=[C:4]([F:37])[CH:3]=1.[CH3:38][S:39]([OH:42])(=[O:41])=[O:40], predict the reaction product. The product is: [CH3:38][S:39]([OH:42])(=[O:41])=[O:40].[Cl:1][C:2]1[C:7]([C:8]2[C:9](=[O:25])[N:10]([CH2:23][CH3:24])[C:11]3[C:16]([CH:17]=2)=[CH:15][N:14]=[C:13]([NH:18][CH2:19][CH2:20][O:21][CH3:22])[CH:12]=3)=[CH:6][C:5]([NH:26][C:27]([NH:29][C:30]2[CH:35]=[CH:34][CH:33]=[CH:32][C:31]=2[F:36])=[O:28])=[C:4]([F:37])[CH:3]=1. (4) Given the reactants [C:1]1([C:7](=[N:12]O)[C:8](=[O:11])[CH2:9][CH3:10])[CH:6]=[CH:5][CH:4]=[CH:3][CH:2]=1, predict the reaction product. The product is: [NH2:12][CH:7]([C:1]1[CH:6]=[CH:5][CH:4]=[CH:3][CH:2]=1)[CH:8]([OH:11])[CH2:9][CH3:10].